This data is from NCI-60 drug combinations with 297,098 pairs across 59 cell lines. The task is: Regression. Given two drug SMILES strings and cell line genomic features, predict the synergy score measuring deviation from expected non-interaction effect. (1) Drug 1: CC1=CC=C(C=C1)C2=CC(=NN2C3=CC=C(C=C3)S(=O)(=O)N)C(F)(F)F. Drug 2: CC(C)NC(=O)C1=CC=C(C=C1)CNNC.Cl. Cell line: SN12C. Synergy scores: CSS=-6.07, Synergy_ZIP=2.10, Synergy_Bliss=0.316, Synergy_Loewe=-3.28, Synergy_HSA=-3.08. (2) Drug 1: CCC1(CC2CC(C3=C(CCN(C2)C1)C4=CC=CC=C4N3)(C5=C(C=C6C(=C5)C78CCN9C7C(C=CC9)(C(C(C8N6C)(C(=O)OC)O)OC(=O)C)CC)OC)C(=O)OC)O.OS(=O)(=O)O. Drug 2: CC1C(C(CC(O1)OC2CC(CC3=C2C(=C4C(=C3O)C(=O)C5=C(C4=O)C(=CC=C5)OC)O)(C(=O)CO)O)N)O.Cl. Cell line: NCI-H226. Synergy scores: CSS=47.7, Synergy_ZIP=-2.28, Synergy_Bliss=-4.56, Synergy_Loewe=-9.85, Synergy_HSA=-0.529.